This data is from Catalyst prediction with 721,799 reactions and 888 catalyst types from USPTO. The task is: Predict which catalyst facilitates the given reaction. Product: [CH:14]1([NH:19][C:8]([C:5]2[C:4]([N+:11]([O-:13])=[O:12])=[C:3]([CH2:1][CH3:2])[NH:7][N:6]=2)=[O:10])[CH2:18][CH2:17][CH2:16][CH2:15]1. Reactant: [CH2:1]([C:3]1[NH:7][N:6]=[C:5]([C:8]([OH:10])=O)[C:4]=1[N+:11]([O-:13])=[O:12])[CH3:2].[CH:14]1([NH2:19])[CH2:18][CH2:17][CH2:16][CH2:15]1.CCN=C=NCCCN(C)C.C1C=CC2N(O)N=NC=2C=1. The catalyst class is: 18.